From a dataset of Reaction yield outcomes from USPTO patents with 853,638 reactions. Predict the reaction yield, written as a fraction of the theoretical maximum amount of product (1.0 means a 100% yield; for example, 0.34 means a 34% yield). (1) The reactants are [CH3:1][C@@H:2]1[CH2:7][CH2:6][N:5]([C:8]([O:10][C:11]([CH3:14])([CH3:13])[CH3:12])=[O:9])[CH2:4][C@@H:3]1[C:15]1[N:19]2[C:20]3[CH:26]=[CH:25][N:24](S(C4C=CC(C)=CC=4)(=O)=O)[C:21]=3[N:22]=[CH:23][C:18]2=[CH:17][N:16]=1.[OH-].[Na+]. The catalyst is O1CCOCC1. The product is [C:15]1([C@@H:3]2[C@H:2]([CH3:1])[CH2:7][CH2:6][N:5]([C:8]([O:10][C:11]([CH3:12])([CH3:14])[CH3:13])=[O:9])[CH2:4]2)[N:19]2[C:20]3[CH:26]=[CH:25][NH:24][C:21]=3[N:22]=[CH:23][C:18]2=[CH:17][N:16]=1. The yield is 0.990. (2) The reactants are [CH2:1]([C:3]([C:22]1[CH:27]=[CH:26][C:25](/[CH:28]=[CH:29]/[C:30]([C:36]([F:39])([F:38])[F:37])([OH:35])[C:31]([F:34])([F:33])[F:32])=[C:24]([CH3:40])[CH:23]=1)([C:6]1[CH:11]=[CH:10][C:9](B2OC(C)(C)C(C)(C)O2)=[C:8]([CH3:21])[CH:7]=1)[CH2:4][CH3:5])[CH3:2].[CH2:41]([O:43][C:44](=[O:52])[CH2:45][C:46]1[N:47]=[C:48](Br)[S:49][CH:50]=1)[CH3:42].P([O-])([O-])([O-])=O.[K+].[K+].[K+]. The catalyst is C1C=CC([P]([Pd]([P](C2C=CC=CC=2)(C2C=CC=CC=2)C2C=CC=CC=2)([P](C2C=CC=CC=2)(C2C=CC=CC=2)C2C=CC=CC=2)[P](C2C=CC=CC=2)(C2C=CC=CC=2)C2C=CC=CC=2)(C2C=CC=CC=2)C2C=CC=CC=2)=CC=1.O. The product is [CH2:41]([O:43][C:44](=[O:52])[CH2:45][C:46]1[N:47]=[C:48]([C:9]2[CH:10]=[CH:11][C:6]([C:3]([CH2:4][CH3:5])([C:22]3[CH:27]=[CH:26][C:25](/[CH:28]=[CH:29]/[C:30]([OH:35])([C:36]([F:38])([F:39])[F:37])[C:31]([F:34])([F:33])[F:32])=[C:24]([CH3:40])[CH:23]=3)[CH2:1][CH3:2])=[CH:7][C:8]=2[CH3:21])[S:49][CH:50]=1)[CH3:42]. The yield is 0.390. (3) The reactants are [C:1]([O:5][C:6](=[O:21])[N:7]([CH:18]([CH3:20])[CH3:19])[CH2:8][C:9]1[CH:14]=[CH:13][CH:12]=[CH:11][C:10]=1[N+:15]([O-])=O)([CH3:4])([CH3:3])[CH3:2].C(O)(=O)C. The catalyst is C(OCC)(=O)C.[Pd]. The product is [C:1]([O:5][C:6](=[O:21])[N:7]([CH2:8][C:9]1[CH:14]=[CH:13][CH:12]=[CH:11][C:10]=1[NH2:15])[CH:18]([CH3:20])[CH3:19])([CH3:3])([CH3:4])[CH3:2]. The yield is 0.870. (4) The reactants are [NH2:1][C:2]1[C:16]([O:17][CH3:18])=[CH:15][C:5]2[CH2:6][CH2:7][N:8]([CH2:11][C@@H:12]([OH:14])[CH3:13])[CH2:9][CH2:10][C:4]=2[CH:3]=1.C([Si](C)(C)[O:24][C@@H:25]1[CH2:29][CH2:28][N:27]([S:30]([C:33]2[CH:38]=[CH:37][CH:36]=[CH:35][C:34]=2[NH:39][C:40]2[C:45]([Cl:46])=[CH:44][N:43]=[C:42](Cl)[N:41]=2)(=[O:32])=[O:31])[CH2:26]1)(C)(C)C. No catalyst specified. The product is [Cl:46][C:45]1[C:40]([NH:39][C:34]2[CH:35]=[CH:36][CH:37]=[CH:38][C:33]=2[S:30]([N:27]2[CH2:28][CH2:29][C@@H:25]([OH:24])[CH2:26]2)(=[O:31])=[O:32])=[N:41][C:42]([NH:1][C:2]2[C:16]([O:17][CH3:18])=[CH:15][C:5]3[CH2:6][CH2:7][N:8]([CH2:11][C@@H:12]([OH:14])[CH3:13])[CH2:9][CH2:10][C:4]=3[CH:3]=2)=[N:43][CH:44]=1. The yield is 0.470. (5) The reactants are [C:1]([O:5][C:6]([N:8]1[CH2:11][C:10]([C:13]2[CH:18]=[CH:17][C:16]([O:19]CC3C=CC=CC=3)=[CH:15][C:14]=2[O:27]CC2C=CC=CC=2)(O)[CH2:9]1)=[O:7])([CH3:4])([CH3:3])[CH3:2]. The catalyst is C(OCC)(=O)C.CO.[Pd]. The product is [C:1]([O:5][C:6]([N:8]1[CH2:9][CH:10]([C:13]2[CH:18]=[CH:17][C:16]([OH:19])=[CH:15][C:14]=2[OH:27])[CH2:11]1)=[O:7])([CH3:4])([CH3:2])[CH3:3]. The yield is 0.280.